From a dataset of Catalyst prediction with 721,799 reactions and 888 catalyst types from USPTO. Predict which catalyst facilitates the given reaction. (1) Reactant: C([N:8]1[CH:12]=[C:11]([C:13]2[N:21]([CH2:22][O:23][CH2:24][CH2:25][Si:26]([CH3:29])([CH3:28])[CH3:27])[C:20]3[C:19](=[O:30])[N:18]([CH2:31][CH2:32][CH3:33])[C:17]([N:34]4[CH2:38][CH2:37][CH2:36][CH2:35]4)=[N:16][C:15]=3[N:14]=2)[CH:10]=[N:9]1)C1C=CC=CC=1.CS(C)=O.CC([O-])(C)C.[K+].[NH4+].[Cl-]. Product: [CH2:31]([N:18]1[C:19](=[O:30])[C:20]2[N:21]([CH2:22][O:23][CH2:24][CH2:25][Si:26]([CH3:29])([CH3:28])[CH3:27])[C:13]([C:11]3[CH:12]=[N:8][NH:9][CH:10]=3)=[N:14][C:15]=2[N:16]=[C:17]1[N:34]1[CH2:35][CH2:36][CH2:37][CH2:38]1)[CH2:32][CH3:33]. The catalyst class is: 1. (2) Reactant: Cl.[NH2:2][C@H:3]1[CH2:8][CH2:7][C@H:6]([C:9]([OH:11])=[O:10])[CH2:5][CH2:4]1.[O:12](C(OC(C)(C)C)=O)[C:13]([O:15][C:16]([CH3:19])([CH3:18])[CH3:17])=O.[CH3:27][CH2:28]O. Product: [C:16]([O:15][C:13]([NH:2][C@H:3]1[CH2:8][CH2:7][C@H:6]([C:9]([O:11][CH2:27][CH3:28])=[O:10])[CH2:5][CH2:4]1)=[O:12])([CH3:19])([CH3:18])[CH3:17]. The catalyst class is: 2. (3) Reactant: CON(C)[C:4](=[O:6])[CH3:5].[Br:8][C:9]1[CH:10]=[C:11]([CH:15]=[CH:16][CH:17]=1)[CH2:12][Mg]Br. Product: [Br:8][C:9]1[CH:10]=[C:11]([CH2:12][C:4](=[O:6])[CH3:5])[CH:15]=[CH:16][CH:17]=1. The catalyst class is: 28. (4) Reactant: [Cl:1][C:2]1[C:3]([F:31])=[C:4]([CH:8]2[C:12]([C:15]3[CH:20]=[CH:19][C:18]([Cl:21])=[CH:17][C:16]=3[F:22])([C:13]#[N:14])[CH:11]([CH2:23][C:24]([CH3:27])([CH3:26])[CH3:25])[NH:10][CH:9]2[C:28](O)=[O:29])[CH:5]=[CH:6][CH:7]=1.CN(C(ON1N=NC2C=CC=NC1=2)=[N+](C)C)C.F[P-](F)(F)(F)(F)F.CCN(C(C)C)C(C)C.[NH2:65][C:66]1[CH:74]=[CH:73][C:69]([C:70]([NH2:72])=[O:71])=[C:68]([Cl:75])[CH:67]=1. Product: [C:70]([C:69]1[CH:73]=[CH:74][C:66]([NH:65][C:28]([CH:9]2[CH:8]([C:4]3[CH:5]=[CH:6][CH:7]=[C:2]([Cl:1])[C:3]=3[F:31])[C:12]([C:15]3[CH:20]=[CH:19][C:18]([Cl:21])=[CH:17][C:16]=3[F:22])([C:13]#[N:14])[CH:11]([CH2:23][C:24]([CH3:27])([CH3:26])[CH3:25])[NH:10]2)=[O:29])=[CH:67][C:68]=1[Cl:75])(=[O:71])[NH2:72]. The catalyst class is: 2. (5) Reactant: [CH:1]1[N:6]=[C:5](Cl)[C:4]2[N:8]=[CH:9][N:10]([C@@H:11]3[O:15][C@H:14]([CH2:16][OH:17])[C@@H:13]([OH:18])[C@H:12]3[OH:19])[C:3]=2[N:2]=1.[NH2:20][CH:21]1[CH2:25][CH2:24][O:23][CH2:22]1.C(N(CC)CC)C. Product: [OH:17][CH2:16][C@@H:14]1[C@H:13]([OH:18])[C@H:12]([OH:19])[C@H:11]([N:10]2[CH:9]=[N:8][C:4]3[C:3]2=[N:2][CH:1]=[N:6][C:5]=3[NH:20][CH:21]2[CH2:25][CH2:24][O:23][CH2:22]2)[O:15]1. The catalyst class is: 5. (6) Reactant: [Cl:1][C:2]1[CH:10]=[CH:9][C:5]([C:6](O)=O)=[CH:4][CH:3]=1.[CH:11]1([CH:17]=O)[CH2:16][CH2:15][CH2:14][CH2:13][CH2:12]1.[CH:19]1([N+:25]#[C-:26])[CH2:24][CH2:23][CH2:22][CH2:21][CH2:20]1.C(OC(=O)[NH:32][C:33]1[CH:38]=[C:37]([F:39])[CH:36]=[CH:35][C:34]=1[NH2:40])C=C.N1CC[O:45]CC1. Product: [Cl:1][C:2]1[CH:10]=[CH:9][C:5]([C:6]2[N:40]([CH:17]([CH:11]3[CH2:12][CH2:13][CH2:14][CH2:15][CH2:16]3)[C:26]([NH:25][CH:19]3[CH2:24][CH2:23][CH2:22][CH2:21][CH2:20]3)=[O:45])[C:34]3[CH:35]=[CH:36][C:37]([F:39])=[CH:38][C:33]=3[N:32]=2)=[CH:4][CH:3]=1. The catalyst class is: 5. (7) Reactant: C(OC(=O)[NH:7][CH2:8][C:9]([NH:11][S:12]([C:15]1[CH:20]=[CH:19][C:18]([CH2:21][N:22]2[C:26]([CH:27]=[O:28])=[C:25]([Cl:29])[N:24]=[C:23]2[CH2:30][CH2:31][CH2:32][CH3:33])=[CH:17][CH:16]=1)(=[O:14])=[O:13])=[O:10])(C)(C)C.C(O)(C(F)(F)F)=O. Product: [NH2:7][CH2:8][C:9]([NH:11][S:12]([C:15]1[CH:20]=[CH:19][C:18]([CH2:21][N:22]2[C:26]([CH:27]=[O:28])=[C:25]([Cl:29])[N:24]=[C:23]2[CH2:30][CH2:31][CH2:32][CH3:33])=[CH:17][CH:16]=1)(=[O:13])=[O:14])=[O:10]. The catalyst class is: 2. (8) Reactant: [OH:1][CH:2]1[CH2:6][NH:5][CH:4]([C:7]([OH:9])=[O:8])[CH2:3]1.C1COCC1.[OH-].[Na+].[CH3:17][C:18]([O:21][C:22](O[C:22]([O:21][C:18]([CH3:20])([CH3:19])[CH3:17])=[O:23])=[O:23])([CH3:20])[CH3:19]. Product: [C:18]([O:21][C:22]([N:5]1[CH2:6][CH:2]([OH:1])[CH2:3][CH:4]1[C:7]([OH:9])=[O:8])=[O:23])([CH3:20])([CH3:19])[CH3:17]. The catalyst class is: 6. (9) Reactant: C[O:2][C:3](=[O:31])[C:4]([NH:7][C:8]([C:10]1[CH:19]=[CH:18][C:17]2[C:12](=[CH:13][CH:14]=[CH:15][CH:16]=2)[C:11]=1/[CH:20]=[CH:21]/[C:22]1[CH:27]=[CH:26][C:25]([CH:28]([CH3:30])[CH3:29])=[CH:24][CH:23]=1)=[O:9])([CH3:6])[CH3:5].O.O[Li].O. Product: [CH:28]([C:25]1[CH:24]=[CH:23][C:22](/[CH:21]=[CH:20]/[C:11]2[C:12]3[C:17](=[CH:16][CH:15]=[CH:14][CH:13]=3)[CH:18]=[CH:19][C:10]=2[C:8]([NH:7][C:4]([CH3:6])([CH3:5])[C:3]([OH:31])=[O:2])=[O:9])=[CH:27][CH:26]=1)([CH3:30])[CH3:29]. The catalyst class is: 5.